This data is from Full USPTO retrosynthesis dataset with 1.9M reactions from patents (1976-2016). The task is: Predict the reactants needed to synthesize the given product. (1) The reactants are: [Cl:1][C:2]1[CH:3]=[C:4]([C:8]2[C:16]([C:17]3[CH:22]=[CH:21][N:20]=[C:19]([NH:23][CH:24]4[CH2:28][CH2:27][CH2:26][CH2:25]4)[N:18]=3)=[C:15]3[N:10]([C:11](SC)=[N:12][CH:13]=[CH:14]3)[N:9]=2)[CH:5]=[CH:6][CH:7]=1.ClC1C=C(C=CC=1)C(OO)=O.[CH:42]1([NH2:47])[CH2:46][CH2:45][CH2:44][CH2:43]1. Given the product [Cl:1][C:2]1[CH:3]=[C:4]([C:8]2[C:16]([C:17]3[CH:22]=[CH:21][N:20]=[C:19]([NH:23][CH:24]4[CH2:28][CH2:27][CH2:26][CH2:25]4)[N:18]=3)=[C:15]3[N:10]([C:11]([NH:47][CH:42]4[CH2:46][CH2:45][CH2:44][CH2:43]4)=[N:12][CH:13]=[CH:14]3)[N:9]=2)[CH:5]=[CH:6][CH:7]=1, predict the reactants needed to synthesize it. (2) Given the product [NH2:13][C:14]1[C:19]([F:20])=[C:18]([C:6]2[CH:5]=[C:4]3[C:9](=[CH:8][CH:7]=2)[NH:1][CH:2]=[CH:3]3)[N:17]=[C:16]([C:22]([O:24][CH3:25])=[O:23])[C:15]=1[Cl:26], predict the reactants needed to synthesize it. The reactants are: [NH:1]1[C:9]2[C:4](=[CH:5][C:6](B(O)O)=[CH:7][CH:8]=2)[CH:3]=[CH:2]1.[NH2:13][C:14]1[C:19]([F:20])=[C:18](Cl)[N:17]=[C:16]([C:22]([O:24][CH3:25])=[O:23])[C:15]=1[Cl:26].[F-].[Cs+].P(C1C=C(S([O-])(=O)=O)C=CC=1)(C1C=C(S([O-])(=O)=O)C=CC=1)C1C=C(S([O-])(=O)=O)C=CC=1.[Na+].[Na+].[Na+]. (3) Given the product [CH3:1][S:2][C:3]1[C:4]([N:16]2[CH2:21][CH2:20][O:19][CH2:18][CH2:17]2)=[N:5][C:6]([C:9]2[CH:14]=[CH:13][C:12]([NH:15][C:29]([NH:28][C:22]3[CH:27]=[CH:26][CH:25]=[CH:24][CH:23]=3)=[O:30])=[CH:11][CH:10]=2)=[N:7][CH:8]=1, predict the reactants needed to synthesize it. The reactants are: [CH3:1][S:2][C:3]1[C:4]([N:16]2[CH2:21][CH2:20][O:19][CH2:18][CH2:17]2)=[N:5][C:6]([C:9]2[CH:14]=[CH:13][C:12]([NH2:15])=[CH:11][CH:10]=2)=[N:7][CH:8]=1.[C:22]1([N:28]=[C:29]=[O:30])[CH:27]=[CH:26][CH:25]=[CH:24][CH:23]=1. (4) Given the product [Cl:29][C:30]1[N:31]=[CH:32][C:33]([C:2]2[C:3]([N:22]3[CH2:26][CH2:25][C@H:24]([CH2:27][OH:28])[CH2:23]3)=[N:4][CH:5]=[C:6]([C:7]([NH:9][C:10]3[CH:11]=[CH:12][C:13]([O:16][C:17]([F:18])([F:19])[F:20])=[CH:14][CH:15]=3)=[O:8])[CH:21]=2)=[CH:34][C:35]=1[F:36], predict the reactants needed to synthesize it. The reactants are: Br[C:2]1[C:3]([N:22]2[CH2:26][CH2:25][C@H:24]([CH2:27][OH:28])[CH2:23]2)=[N:4][CH:5]=[C:6]([CH:21]=1)[C:7]([NH:9][C:10]1[CH:15]=[CH:14][C:13]([O:16][C:17]([F:20])([F:19])[F:18])=[CH:12][CH:11]=1)=[O:8].[Cl:29][C:30]1[C:35]([F:36])=[CH:34][C:33](B2OC(C)(C)C(C)(C)O2)=[CH:32][N:31]=1. (5) Given the product [Br:1][C:2]1[CH:3]=[CH:4][C:5]2[C@H:10]([CH2:11][CH2:12][OH:13])[O:9][CH2:8][CH2:7][C:6]=2[CH:15]=1, predict the reactants needed to synthesize it. The reactants are: [Br:1][C:2]1[CH:3]=[CH:4][C:5]2[C@H:10]([CH2:11][C:12](O)=[O:13])[O:9][CH2:8][CH2:7][C:6]=2[CH:15]=1.B.C(=O)([O-])[O-].[Na+].[Na+].